Dataset: Reaction yield outcomes from USPTO patents with 853,638 reactions. Task: Predict the reaction yield, written as a fraction of the theoretical maximum amount of product (1.0 means a 100% yield; for example, 0.34 means a 34% yield). The reactants are C[Al](C)C.[CH3:5][O:6][C:7]1[CH:8]=[C:9]([CH2:15][CH2:16][C:17]2[CH:18]=[C:19]([NH2:22])[NH:20][N:21]=2)[CH:10]=[C:11]([O:13][CH3:14])[CH:12]=1.[CH3:23][C@H:24]1[N:29]([CH3:30])[C@@H:28]([CH3:31])[CH2:27][N:26]([C:32]2[N:37]=[CH:36][C:35]([C:38](OC)=[O:39])=[CH:34][N:33]=2)[CH2:25]1.Cl. The catalyst is C1(C)C=CC=CC=1.CO. The product is [CH3:14][O:13][C:11]1[CH:10]=[C:9]([CH2:15][CH2:16][C:17]2[CH:18]=[C:19]([NH:22][C:38]([C:35]3[CH:36]=[N:37][C:32]([N:26]4[CH2:27][C@H:28]([CH3:31])[N:29]([CH3:30])[C@H:24]([CH3:23])[CH2:25]4)=[N:33][CH:34]=3)=[O:39])[NH:20][N:21]=2)[CH:8]=[C:7]([O:6][CH3:5])[CH:12]=1. The yield is 0.390.